From a dataset of Full USPTO retrosynthesis dataset with 1.9M reactions from patents (1976-2016). Predict the reactants needed to synthesize the given product. Given the product [F:7][C:8]1[C:16]([F:17])=[CH:15][CH:14]=[C:10]([CH2:11][OH:12])[C:9]=1[CH2:18][CH2:19][OH:20], predict the reactants needed to synthesize it. The reactants are: [H-].[H-].[H-].[H-].[Li+].[Al+3].[F:7][C:8]1[C:9]([CH2:18][CH2:19][OH:20])=[C:10]([CH:14]=[CH:15][C:16]=1[F:17])[C:11](O)=[O:12].